The task is: Predict the product of the given reaction.. This data is from Forward reaction prediction with 1.9M reactions from USPTO patents (1976-2016). (1) Given the reactants [NH2:1][C@@H:2]1[C:13]2=[C:14]3[C:9](=[CH:10][CH:11]=[CH:12]2)[C:8](=[O:15])[NH:7][C@H:6]([C:16]2[CH:21]=[CH:20][C:19]([O:22][CH3:23])=[C:18]([N+:24]([O-:26])=[O:25])[CH:17]=2)[N:5]3[CH2:4][CH2:3]1.N[C@H]1C2=C3C(=CC=C2)C(=O)N[C@@H](C2C=CC(OC)=C([N+]([O-])=O)C=2)N3CC1.N[C@H]1C2=C3C(=CC=C2)C(=O)N[C@H](C2C=CC(OC)=C([N+]([O-])=O)C=2)N3CC1.N[C@@H]1C2=C3C(=CC=C2)C(=O)N[C@@H](C2C=CC(OC)=C([N+]([O-])=O)C=2)N3CC1, predict the reaction product. The product is: [NH2:1][CH:2]1[C:13]2=[C:14]3[C:9](=[CH:10][CH:11]=[CH:12]2)[C:8](=[O:15])[NH:7][CH:6]([C:16]2[CH:21]=[CH:20][C:19]([O:22][CH3:23])=[C:18]([N+:24]([O-:26])=[O:25])[CH:17]=2)[N:5]3[CH2:4][CH2:3]1. (2) Given the reactants [S:1]([O:8]S(C(F)(F)F)(=O)=O)([C:4]([F:7])([F:6])[F:5])(=[O:3])=[O:2].[Cl:16][C:17]1[CH:18]=[C:19]([CH:24]=[CH:25][C:26]=1O)[C:20]([O:22][CH3:23])=[O:21].C(N(CC)CC)C, predict the reaction product. The product is: [CH3:23][O:22][C:20](=[O:21])[C:19]1[CH:24]=[CH:25][C:26]([O:8][S:1]([C:4]([F:7])([F:6])[F:5])(=[O:3])=[O:2])=[C:17]([Cl:16])[CH:18]=1. (3) Given the reactants C1(P(C2C=CC=CC=2)C2C=CC=CC=2)C=CC=CC=1.CC(OC(/N=N/C(OC(C)C)=O)=O)C.[CH2:34]([O:41][C:42](=[O:69])[NH:43][CH2:44][C:45](=[O:68])[NH:46][CH:47]([CH2:52][C:53]1[CH:58]=[C:57]([F:59])[CH:56]=[C:55]([O:60][CH2:61][C:62]2[CH:67]=[CH:66][CH:65]=[CH:64][CH:63]=2)[CH:54]=1)[CH:48]([OH:51])[CH2:49]O)[C:35]1[CH:40]=[CH:39][CH:38]=[CH:37][CH:36]=1.[O-][Mn](=O)(=O)=O.[K+], predict the reaction product. The product is: [CH2:34]([O:41][C:42](=[O:69])[NH:43][CH2:44][C:45](=[O:68])[NH:46][CH:47]([CH:48]1[CH2:49][O:51]1)[CH2:52][C:53]1[CH:58]=[C:57]([F:59])[CH:56]=[C:55]([O:60][CH2:61][C:62]2[CH:63]=[CH:64][CH:65]=[CH:66][CH:67]=2)[CH:54]=1)[C:35]1[CH:36]=[CH:37][CH:38]=[CH:39][CH:40]=1. (4) Given the reactants [Cl:1][C:2]1[C:6]([N:7]([CH2:15][CH3:16])C(=O)OC(C)(C)C)=[CH:5][N:4]([C:17]2[CH:18]=[N:19][CH:20]=[CH:21][CH:22]=2)[N:3]=1.Cl, predict the reaction product. The product is: [ClH:1].[Cl:1][C:2]1[C:6]([NH:7][CH2:15][CH3:16])=[CH:5][N:4]([C:17]2[CH:18]=[N:19][CH:20]=[CH:21][CH:22]=2)[N:3]=1. (5) Given the reactants [Cl:1][C:2]1[CH:3]=[C:4]([OH:8])[CH:5]=[N:6][CH:7]=1.C(=O)([O-])[O-].[K+].[K+].Cl[CH2:16][CH2:17][CH3:18], predict the reaction product. The product is: [Cl:1][C:2]1[CH:7]=[N:6][CH:5]=[C:4]([O:8][CH2:16][CH2:17][CH3:18])[CH:3]=1. (6) Given the reactants [Li+].[C:2]([O:6][C:7]([N:9]1[CH2:16][C@H:15]([S:17][CH:18]2[CH2:22][CH2:21][CH2:20][CH2:19]2)[CH2:14][C@H:10]1[C:11]([O-])=[O:12])=[O:8])([CH3:5])([CH3:4])[CH3:3].CN1CCOCC1.CN(C(ON1N=NC2C=CC=NC1=2)=[N+](C)C)C.F[P-](F)(F)(F)(F)F.Cl.[Cl:55][C:56]1[CH:78]=[N:77][CH:76]=[C:75]([Cl:79])[C:57]=1[C:58]([NH:60][C:61]1[CH:74]=[CH:73][C:64]([CH2:65][C@@H:66]([C:68]([O:70][CH2:71][CH3:72])=[O:69])[NH2:67])=[CH:63][CH:62]=1)=[O:59], predict the reaction product. The product is: [C:2]([O:6][C:7]([N:9]1[CH2:16][C@H:15]([S:17][CH:18]2[CH2:19][CH2:20][CH2:21][CH2:22]2)[CH2:14][C@H:10]1[C:11]([NH:67][C@H:66]([C:68]([O:70][CH2:71][CH3:72])=[O:69])[CH2:65][C:64]1[CH:73]=[CH:74][C:61]([NH:60][C:58](=[O:59])[C:57]2[C:75]([Cl:79])=[CH:76][N:77]=[CH:78][C:56]=2[Cl:55])=[CH:62][CH:63]=1)=[O:12])=[O:8])([CH3:5])([CH3:3])[CH3:4]. (7) Given the reactants [CH2:1]([N:8]1[C:17]([C:18]([OH:20])=[O:19])=[C:16]([C:21]2[CH:26]=[CH:25][CH:24]=[CH:23][CH:22]=2)[C:15]2[C:10](=[CH:11][CH:12]=[C:13]([Br:27])[CH:14]=2)[C:9]1=[O:28])[C:2]1[CH:7]=[CH:6][CH:5]=[CH:4][CH:3]=1.[CH2:29]([O:33][C:34]([C:36]1[CH:41]=[C:40]([CH2:42]O)[CH:39]=[CH:38][N:37]=1)=[O:35])[CH:30]([CH3:32])[CH3:31], predict the reaction product. The product is: [CH2:29]([O:33][C:34]([C:36]1[CH:41]=[C:40]([CH2:42][O:19][C:18]([C:17]2[N:8]([CH2:1][C:2]3[CH:3]=[CH:4][CH:5]=[CH:6][CH:7]=3)[C:9](=[O:28])[C:10]3[C:15]([C:16]=2[C:21]2[CH:22]=[CH:23][CH:24]=[CH:25][CH:26]=2)=[CH:14][C:13]([Br:27])=[CH:12][CH:11]=3)=[O:20])[CH:39]=[CH:38][N:37]=1)=[O:35])[CH:30]([CH3:32])[CH3:31]. (8) Given the reactants [CH3:1][O:2][CH2:3][O:4][C:5]1[CH:10]=[CH:9][CH:8]=[C:7]([O:11][CH2:12][O:13][CH3:14])[CH:6]=1.[Li]CCCC.[CH3:20][CH:21]([CH3:25])[C:22](Cl)=[O:23], predict the reaction product. The product is: [CH3:14][O:13][CH2:12][O:11][C:7]1[CH:8]=[CH:9][CH:10]=[C:5]([O:4][CH2:3][O:2][CH3:1])[C:6]=1[C:22](=[O:23])[CH:21]([CH3:25])[CH3:20].